Dataset: Full USPTO retrosynthesis dataset with 1.9M reactions from patents (1976-2016). Task: Predict the reactants needed to synthesize the given product. (1) Given the product [ClH:1].[CH2:12]([NH:11][C:6]1[CH:5]=[C:4]([CH:14]([CH3:16])[CH3:15])[N:3]=[CH:2][C:7]=1[NH2:8])[CH3:13], predict the reactants needed to synthesize it. The reactants are: [Cl:1][C:2]1[C:7]([N+:8]([O-])=O)=[C:6]([NH:11][CH2:12][CH3:13])[CH:5]=[C:4]([CH:14]([CH3:16])[CH3:15])[N:3]=1. (2) Given the product [C:1]12([C:11]3[C:14]4[CH:19]=[CH:18][C:17]([O:20][CH2:21][C:22]5[CH:27]=[CH:26][CH:25]=[CH:24][CH:23]=5)=[CH:16][C:15]=4[O:13][N:12]=3)[CH2:10][CH:5]3[CH2:6][CH:7]([CH2:9][CH:3]([CH2:4]3)[CH2:2]1)[CH2:8]2, predict the reactants needed to synthesize it. The reactants are: [C:1]12([C:11]([C:14]3[CH:19]=[CH:18][C:17]([O:20][CH2:21][C:22]4[CH:27]=[CH:26][CH:25]=[CH:24][CH:23]=4)=[CH:16][C:15]=3F)=[N:12][OH:13])[CH2:10][CH:5]3[CH2:6][CH:7]([CH2:9][CH:3]([CH2:4]3)[CH2:2]1)[CH2:8]2.N#N.[H-].[Na+].O. (3) The reactants are: [Cl:1][C:2]1[CH:26]=[CH:25][C:5]([O:6][C:7]2[CH:12]=[CH:11][CH:10]=[CH:9][C:8]=2[N:13]=[CH:14][C:15]2[CH:20]=[CH:19][CH:18]=[CH:17][C:16]=2[NH:21][C:22](=[O:24])[CH3:23])=[CH:4][CH:3]=1.[CH2:27]([Mg]Br)[C:28]1[CH:33]=[CH:32][CH:31]=[CH:30][CH:29]=1. Given the product [Cl:1][C:2]1[CH:3]=[CH:4][C:5]([O:6][C:7]2[CH:12]=[CH:11][CH:10]=[CH:9][C:8]=2[NH:13][CH:14]([C:15]2[CH:20]=[CH:19][CH:18]=[CH:17][C:16]=2[NH:21][C:22](=[O:24])[CH3:23])[CH2:27][C:28]2[CH:33]=[CH:32][CH:31]=[CH:30][CH:29]=2)=[CH:25][CH:26]=1, predict the reactants needed to synthesize it. (4) Given the product [F:1][C:2]1[CH:11]=[CH:10][CH:9]=[C:8]2[C:3]=1[C:4]1([CH2:16][CH2:17][CH2:18]1)[CH2:5][CH2:6][N:7]2[CH2:12][CH2:13][NH2:15], predict the reactants needed to synthesize it. The reactants are: [F:1][C:2]1[CH:11]=[CH:10][CH:9]=[C:8]2[C:3]=1[C:4]1([CH2:18][CH2:17][CH2:16]1)[CH2:5][CH2:6][N:7]2[CH2:12][C:13]([NH2:15])=O.CSC.B.